Task: Predict the reaction yield, written as a fraction of the theoretical maximum amount of product (1.0 means a 100% yield; for example, 0.34 means a 34% yield).. Dataset: Reaction yield outcomes from USPTO patents with 853,638 reactions (1) The reactants are [F:1][C:2]([F:18])([F:17])[O:3][C:4]1[CH:9]=[CH:8][C:7]([C:10]2[C:11]([NH2:16])=[N:12][NH:13][C:14]=2[NH2:15])=[CH:6][CH:5]=1.CN(C)[CH:21]=[CH:22][CH:23]=O. The catalyst is C(O)C.C(O)(=O)C. The product is [F:18][C:2]([F:1])([F:17])[O:3][C:4]1[CH:9]=[CH:8][C:7]([C:10]2[C:14]([NH2:15])=[N:13][N:12]3[CH:23]=[CH:22][CH:21]=[N:16][C:11]=23)=[CH:6][CH:5]=1. The yield is 0.590. (2) The product is [CH3:79][C:80]([NH:92][C:66]1[C:65](=[O:77])[N:64]([C:61]2[CH:62]=[CH:63][C:58]([O:57][CH:56]([F:78])[F:55])=[CH:59][CH:60]=2)[CH:68]([C:69]2[CH:74]=[CH:73][CH:72]=[CH:71][C:70]=2[F:75])[CH:67]=1)([C:82]1[CH:87]=[CH:86][CH:85]=[C:16]([C:15]([F:20])([F:19])[F:14])[N:83]=1)[CH3:81]. The yield is 0.500. The reactants are CC(O)=O.COC1CCC(OC)O1.[F:14][C:15]([F:20])([F:19])[C:16](O)=O.FC1C=CC=CC=1C1N(C2C=CC(OC(F)F)=CC=2)C(=O)C(NC2C=CC(OC(F)F)=CC=2)=C1.[F:55][CH:56]([F:78])[O:57][C:58]1[CH:63]=[CH:62][C:61]([N:64]2[CH:68]([C:69]3[CH:74]=[CH:73][CH:72]=[CH:71][C:70]=3[F:75])[CH2:67][C:66](=O)[C:65]2=[O:77])=[CH:60][CH:59]=1.[CH3:79][C:80]([NH2:92])([C:82]1[CH:87]=[CH:86][CH:85]=C(C(F)(F)F)[N:83]=1)[CH3:81]. The catalyst is C1COCC1.C1(C)C=CC=CC=1.O.